This data is from Forward reaction prediction with 1.9M reactions from USPTO patents (1976-2016). The task is: Predict the product of the given reaction. (1) Given the reactants [OH:1][C:2]1[C:9]([O:10][C:11]([F:14])([F:13])[F:12])=[CH:8][CH:7]=[CH:6][C:3]=1[CH:4]=[O:5].C([O-])([O-])=O.[K+].[K+].I[CH2:22][CH3:23], predict the reaction product. The product is: [CH2:22]([O:1][C:2]1[C:9]([O:10][C:11]([F:12])([F:13])[F:14])=[CH:8][CH:7]=[CH:6][C:3]=1[CH:4]=[O:5])[CH3:23]. (2) Given the reactants [F:1][CH:2]([F:29])[C:3]([N:5]1[C@H:9]([CH2:10][F:11])[C@@H:8]([C:12]2[CH:17]=[CH:16][C:15](B3OC(C)(C)C(C)(C)O3)=[CH:14][CH:13]=2)[O:7][C:6]1([CH3:28])[CH3:27])=[O:4].Br[C:31]1[CH:32]=[CH:33][C:34]([CH2:37]O)=[N:35][CH:36]=1.C([O-])([O-])=[O:40].[Na+].[Na+], predict the reaction product. The product is: [F:29][CH:2]([F:1])[C:3]([N:5]1[C@H:9]([CH2:10][F:11])[C@@H:8]([C:12]2[CH:17]=[CH:16][C:15]([C:33]3[C:34]([CH3:37])=[N:35][C:36]([OH:40])=[CH:31][CH:32]=3)=[CH:14][CH:13]=2)[O:7][C:6]1([CH3:27])[CH3:28])=[O:4]. (3) Given the reactants Cl[C:2]1[N:7]=[CH:6][C:5]([N+:8]([O-:10])=[O:9])=[CH:4][N:3]=1.[NH:11]1[CH:15]=[N:14][N:13]=[N:12]1.C(N(CC)CC)C.O, predict the reaction product. The product is: [N+:8]([C:5]1[CH:4]=[N:3][C:2]([N:11]2[CH:15]=[N:14][N:13]=[N:12]2)=[N:7][CH:6]=1)([O-:10])=[O:9]. (4) Given the reactants C[Si]([N-][Si](C)(C)C)(C)C.[Na+].Cl[C:12]1[CH:17]=[CH:16][N:15]=[C:14]([C:18]([OH:20])=[O:19])[CH:13]=1.C[Si]([N-][Si](C)(C)C)(C)C.[K+].OS([O-])(=O)=O.[Na+], predict the reaction product. The product is: [CH2:18]([O:19][C:12]1[CH:17]=[CH:16][N:15]=[C:14]([C:18]([OH:20])=[O:19])[CH:13]=1)[CH2:14][CH2:13][CH3:12]. (5) Given the reactants [Cl:1][C:2]1[CH:7]=[CH:6][C:5]([N:8]([CH2:20][C:21]2[CH:26]=[CH:25][C:24]([F:27])=[CH:23][CH:22]=2)[C:9](=[O:19])[CH:10]=[C:11]2[C:15](=[O:16])[O:14]C(C)(C)[O:12]2)=[CH:4][CH:3]=1.N#N, predict the reaction product. The product is: [Cl:1][C:2]1[CH:7]=[CH:6][C:5]([N:8]([CH2:20][C:21]2[CH:22]=[CH:23][C:24]([F:27])=[CH:25][CH:26]=2)[C:9]([CH:10]=[C:11]([OH:12])[C:15]([OH:16])=[O:14])=[O:19])=[CH:4][CH:3]=1. (6) Given the reactants [Cl:1][C:2]1[N:7]=[CH:6][C:5]([NH:8]C(=O)OC(C)(C)C)=[C:4]([CH:16]([OH:18])[CH3:17])[CH:3]=1.C(Cl)Cl.FC(F)(F)C(O)=O, predict the reaction product. The product is: [NH2:8][C:5]1[C:4]([CH:16]([OH:18])[CH3:17])=[CH:3][C:2]([Cl:1])=[N:7][CH:6]=1. (7) Given the reactants [OH:1][CH2:2][CH2:3][CH2:4][C:5]1[S:6][CH:7]=[CH:8][C:9]=1[CH2:10][CH2:11][C:12]#[N:13].C1C(=O)N([Br:21])C(=O)C1, predict the reaction product. The product is: [Br:21][C:7]1[S:6][C:5]([CH2:4][CH2:3][CH2:2][OH:1])=[C:9]([CH2:10][CH2:11][C:12]#[N:13])[CH:8]=1.